From a dataset of Forward reaction prediction with 1.9M reactions from USPTO patents (1976-2016). Predict the product of the given reaction. (1) Given the reactants [Br:1][C:2]1[CH:9]=[CH:8][C:5]([CH:6]=O)=[CH:4][C:3]=1[F:10].[CH3:11][C@H:12]1[CH2:17][O:16][CH2:15][C@H:14]([CH3:18])[NH:13]1.C(O[BH-](OC(=O)C)OC(=O)C)(=O)C.[Na+], predict the reaction product. The product is: [Br:1][C:2]1[CH:9]=[CH:8][C:5]([CH2:6][N:13]2[C@@H:14]([CH3:18])[CH2:15][O:16][CH2:17][C@@H:12]2[CH3:11])=[CH:4][C:3]=1[F:10]. (2) Given the reactants [C:1]([O:5][C:6](=[O:24])[N:7]([CH2:11][CH:12]([C:14]1[CH:19]=[CH:18][C:17]([N+:20]([O-:22])=[O:21])=[CH:16][C:15]=1[Br:23])[OH:13])[CH2:8][CH2:9]O)([CH3:4])([CH3:3])[CH3:2].C1(P(C2C=CC=CC=2)C2C=CC=CC=2)C=CC=CC=1.CC(OC(/N=N/C(OC(C)C)=O)=O)C, predict the reaction product. The product is: [C:1]([O:5][C:6]([N:7]1[CH2:8][CH2:9][O:13][CH:12]([C:14]2[CH:19]=[CH:18][C:17]([N+:20]([O-:22])=[O:21])=[CH:16][C:15]=2[Br:23])[CH2:11]1)=[O:24])([CH3:4])([CH3:3])[CH3:2]. (3) Given the reactants [Cl:1][CH2:2][CH2:3][O:4][C:5]1[CH:6]=[C:7]([F:27])[CH:8]=[C:9]2[C:13]=1[NH:12][N:11]=[C:10]2[S:14]([C:17]1[C:26]2[C:21](=[CH:22][CH:23]=[CH:24][CH:25]=2)[CH:20]=[CH:19][CH:18]=1)(=[O:16])=[O:15].[Cl:28][C:29]1[CH:30]=[C:31]([CH:34]=[CH:35][CH:36]=1)[CH2:32]Br.C(=O)([O-])[O-].[Cs+].[Cs+], predict the reaction product. The product is: [Cl:28][C:29]1[CH:30]=[C:31]([CH:34]=[CH:35][CH:36]=1)[CH2:32][N:12]1[C:13]2[C:9](=[CH:8][C:7]([F:27])=[CH:6][C:5]=2[O:4][CH2:3][CH2:2][Cl:1])[C:10]([S:14]([C:17]2[C:26]3[C:21](=[CH:22][CH:23]=[CH:24][CH:25]=3)[CH:20]=[CH:19][CH:18]=2)(=[O:16])=[O:15])=[N:11]1. (4) Given the reactants C([BH3-])#N.[Na+].[C:5]([O:9][C:10](=[O:29])[N:11]([CH2:22][C:23]1[CH:28]=[CH:27][CH:26]=[CH:25][CH:24]=1)[CH2:12][C:13]1[CH:14]=[CH:15][CH:16]=[C:17]2[C:21]=1[NH:20][CH:19]=[CH:18]2)([CH3:8])([CH3:7])[CH3:6], predict the reaction product. The product is: [C:5]([O:9][C:10](=[O:29])[N:11]([CH2:22][C:23]1[CH:24]=[CH:25][CH:26]=[CH:27][CH:28]=1)[CH2:12][C:13]1[CH:14]=[CH:15][CH:16]=[C:17]2[C:21]=1[NH:20][CH2:19][CH2:18]2)([CH3:8])([CH3:6])[CH3:7]. (5) Given the reactants [CH2:1]([NH:3][C:4](=[O:17])[C@@H:5]([NH:9]C(=O)OCCCC)[C@H:6]([OH:8])[CH3:7])[CH3:2].[ClH:18].C[OH:20], predict the reaction product. The product is: [NH2:9][C@H:5]([C:4]([OH:17])=[O:20])[C@@H:6]([CH3:7])[OH:8].[CH2:1]([NH-:3])[CH3:2].[ClH:18]. (6) Given the reactants [Cl:1][C:2]1[CH:20]=[CH:19][C:5]2[C:6]3([OH:18])[C:15](=[O:16])[C:14]4[C:9](=[CH:10][CH:11]=[CH:12][CH:13]=4)[C:7]3([OH:17])[O:8][C:4]=2[CH:3]=1.[C:21]([OH:24])(=O)[CH3:22].N1C=CC=CC=1.C1C[O:34][CH2:33][CH2:32]1, predict the reaction product. The product is: [C:33]([O:8][C:4]1[CH:3]=[C:2]([Cl:1])[CH:20]=[CH:19][C:5]=1[C:6]1([O:18][C:21](=[O:24])[CH3:22])[C:7](=[O:17])[C:9]2[C:14](=[CH:13][CH:12]=[CH:11][CH:10]=2)[C:15]1=[O:16])(=[O:34])[CH3:32]. (7) Given the reactants [CH3:1][N:2]1[CH2:7][CH:6]=[C:5]([C:8]2[CH:13]=[CH:12][C:11]([N+:14]([O-])=O)=[CH:10][CH:9]=2)[CH2:4][CH2:3]1, predict the reaction product. The product is: [CH3:1][N:2]1[CH2:7][CH2:6][CH:5]([C:8]2[CH:9]=[CH:10][C:11]([NH2:14])=[CH:12][CH:13]=2)[CH2:4][CH2:3]1. (8) Given the reactants [CH3:1][O:2][C:3]1[CH:4]=[C:5]([CH2:11][CH2:12][C:13]([OH:15])=O)[CH:6]=[CH:7][C:8]=1[O:9][CH3:10].Cl.[CH3:17][NH:18][O:19][CH3:20].C(Cl)CCl, predict the reaction product. The product is: [CH3:1][O:2][C:3]1[CH:4]=[C:5]([CH2:11][CH2:12][C:13]([N:18]([O:19][CH3:20])[CH3:17])=[O:15])[CH:6]=[CH:7][C:8]=1[O:9][CH3:10].